Dataset: Full USPTO retrosynthesis dataset with 1.9M reactions from patents (1976-2016). Task: Predict the reactants needed to synthesize the given product. (1) Given the product [Si:1]([O:8][CH:9]1[C:15]2[CH:23]=[CH:22][C:18]([N:19]([CH3:21])[CH3:20])=[CH:17][C:16]=2[CH:24]=[CH:25][CH2:12][CH2:11][CH2:10]1)([C:4]([CH3:7])([CH3:5])[CH3:6])([CH3:3])[CH3:2], predict the reactants needed to synthesize it. The reactants are: [Si:1]([O:8][CH:9]([C:15]1[CH:23]=[CH:22][C:18]([N:19]([CH3:21])[CH3:20])=[CH:17][C:16]=1[CH:24]=[CH2:25])[CH2:10][CH2:11][CH2:12]C=C)([C:4]([CH3:7])([CH3:6])[CH3:5])([CH3:3])[CH3:2]. (2) Given the product [CH2:1]([N:8]1[CH2:13][CH2:12][CH:11]([N:14]2[C:15]3[CH:20]=[CH:19][C:18]([F:21])=[CH:17][C:16]=3[N:22]=[C:28]2[C:29]([F:35])([F:34])[C:30]([F:33])([F:32])[F:31])[CH2:10][CH2:9]1)[C:2]1[CH:7]=[CH:6][CH:5]=[CH:4][CH:3]=1, predict the reactants needed to synthesize it. The reactants are: [CH2:1]([N:8]1[CH2:13][CH2:12][CH:11]([NH:14][C:15]2[CH:20]=[CH:19][C:18]([F:21])=[CH:17][C:16]=2[NH2:22])[CH2:10][CH2:9]1)[C:2]1[CH:7]=[CH:6][CH:5]=[CH:4][CH:3]=1.[F:34][C:29]([F:35])([C:30]([F:33])([F:32])[F:31])[C:28](O[C:28](=O)[C:29]([F:35])([F:34])[C:30]([F:33])([F:32])[F:31])=O.N. (3) Given the product [N+:1]([C:4]1[CH:13]=[C:12]([C:14]([CH2:17][C:18]([CH3:21])([CH3:20])[CH3:19])([CH3:16])[CH3:15])[CH:11]=[C:6]([C:7]([NH2:23])=[O:8])[C:5]=1[OH:22])([O-:3])=[O:2], predict the reactants needed to synthesize it. The reactants are: [N+:1]([C:4]1[CH:13]=[C:12]([C:14]([CH2:17][C:18]([CH3:21])([CH3:20])[CH3:19])([CH3:16])[CH3:15])[CH:11]=[C:6]([C:7](OC)=[O:8])[C:5]=1[OH:22])([O-:3])=[O:2].[NH3:23]. (4) Given the product [Br:1][C:2]1[CH:3]=[C:4]2[C:12](=[CH:13][CH:14]=1)[NH:11][C:10]1[CH:9]([NH:15][C:19](=[O:20])[C:18]3[CH:22]=[CH:23][CH:24]=[CH:25][C:17]=3[F:16])[CH2:8][CH2:7][CH2:6][C:5]2=1, predict the reactants needed to synthesize it. The reactants are: [Br:1][C:2]1[CH:3]=[C:4]2[C:12](=[CH:13][CH:14]=1)[NH:11][C:10]1[CH:9]([NH2:15])[CH2:8][CH2:7][CH2:6][C:5]2=1.[F:16][C:17]1[CH:25]=[CH:24][CH:23]=[CH:22][C:18]=1[C:19](Cl)=[O:20]. (5) Given the product [Br:1][C:2]1[CH:7]=[CH:6][C:5]([NH:8][C:9](=[O:20])[NH:10][C:11]2[CH:12]=[C:13]([CH:14]=[CH:18][CH:19]=2)[C:25]([N:23]([CH3:24])[CH3:22])=[O:26])=[C:4]([F:21])[CH:3]=1, predict the reactants needed to synthesize it. The reactants are: [Br:1][C:2]1[CH:7]=[CH:6][C:5]([NH:8][C:9](=[O:20])[NH:10][C:11]2[CH:19]=[CH:18][C:14](C(O)=O)=[CH:13][CH:12]=2)=[C:4]([F:21])[CH:3]=1.[CH3:22][N:23]([CH:25]=[O:26])[CH3:24].C1C=CC2N(O)N=NC=2C=1.CCN=C=NCCCN(C)C.Cl. (6) Given the product [CH2:27]([O:26][C:20]([C:21]1[C:3]([CH3:5])=[C:2]([C:1]([O:7][C:8]([CH3:11])([CH3:10])[CH3:9])=[O:6])[NH:16][C:22]=1[CH3:24])=[O:25])[CH3:28], predict the reactants needed to synthesize it. The reactants are: [C:1]([O:7][C:8]([CH3:11])([CH3:10])[CH3:9])(=[O:6])[CH2:2][C:3]([CH3:5])=O.C(O)(=O)C.[N:16]([O-])=O.[Na+].[C:20]([O:26][CH2:27][CH3:28])(=[O:25])[CH2:21][C:22]([CH3:24])=O. (7) Given the product [Cl:1][C:2]1[CH:3]=[C:4]([C:12]2[CH:13]=[CH:14][C:15]3[O:26][C:25]4([CH2:27][CH2:28][CH:29]([O:32][CH3:33])[CH2:30][CH2:31]4)[C:18]4([N:22]=[C:21]([NH2:23])[C:20]([CH3:24])=[N:19]4)[C:16]=3[CH:17]=2)[CH:5]=[N:6][CH:7]=1, predict the reactants needed to synthesize it. The reactants are: [Cl:1][C:2]1[CH:3]=[C:4](B(O)O)[CH:5]=[N:6][CH:7]=1.Br[C:12]1[CH:13]=[CH:14][C:15]2[O:26][C:25]3([CH2:31][CH2:30][CH:29]([O:32][CH3:33])[CH2:28][CH2:27]3)[C:18]3([N:22]=[C:21]([NH2:23])[C:20]([CH3:24])=[N:19]3)[C:16]=2[CH:17]=1.CC1CCCO1.C([O-])([O-])=O.[K+].[K+].